This data is from Forward reaction prediction with 1.9M reactions from USPTO patents (1976-2016). The task is: Predict the product of the given reaction. (1) Given the reactants [C:1]([O:5][C:6]([N:8]1[CH2:13][CH2:12][N:11]([CH:14]([C:17]2[CH:22]=[CH:21][CH:20]=[CH:19][C:18]=2[Cl:23])[CH2:15][NH2:16])[CH2:10][CH2:9]1)=[O:7])([CH3:4])([CH3:3])[CH3:2].C([O-])([O-])=O.[K+].[K+].[CH2:30](Br)[CH3:31].[CH3:33][CH2:34]OC(C)=O, predict the reaction product. The product is: [C:1]([O:5][C:6]([N:8]1[CH2:13][CH2:12][N:11]([CH:14]([C:17]2[CH:22]=[CH:21][CH:20]=[CH:19][C:18]=2[Cl:23])[CH2:15][N:16]([CH2:30][CH3:31])[CH2:33][CH3:34])[CH2:10][CH2:9]1)=[O:7])([CH3:4])([CH3:2])[CH3:3]. (2) Given the reactants Br[CH2:2][C:3]1[CH:8]=[CH:7][C:6]([C:9]2[N:10]=[N:11][N:12]([CH3:14])[N:13]=2)=[CH:5][CH:4]=1.Cl.O.[NH:17]1[CH2:22][CH2:21][C:20](=[O:23])[CH2:19][CH2:18]1.C(N(CC)C(C)C)(C)C, predict the reaction product. The product is: [CH3:14][N:12]1[N:11]=[N:10][C:9]([C:6]2[CH:7]=[CH:8][C:3]([CH2:2][N:17]3[CH2:22][CH2:21][C:20](=[O:23])[CH2:19][CH2:18]3)=[CH:4][CH:5]=2)=[N:13]1. (3) Given the reactants [N:1]([C@@H:4]([CH:12]1[CH2:17][CH2:16][CH:15]([CH2:18][OH:19])[CH2:14][CH2:13]1)[C:5](=[O:11])[N:6]1[CH2:10][CH2:9][S:8][CH2:7]1)=[N+]=[N-].N([C@@H:23]([CH:31]1[CH2:36][CH2:35][CH:34](CO[Si](C(C)C)(C(C)C)C(C)C)[CH2:33][CH2:32]1)[C:24](N1CCSC1)=O)=[N+]=[N-].C([N:51]([CH2:54]C)CC)C.C(OCC)(=[O:58])C.[CH3:62][CH2:63][CH2:64][CH2:65]CC, predict the reaction product. The product is: [C:31]1([C:23]2[CH:24]=[CH:65][CH:64]=[CH:63][CH:62]=2)[CH:32]=[CH:33][C:34]([NH:51][C:54](=[O:58])[O:19][CH2:18][CH:15]2[CH2:16][CH2:17][CH:12]([C@H:4]([NH2:1])[C:5](=[O:11])[N:6]3[CH2:10][CH2:9][S:8][CH2:7]3)[CH2:13][CH2:14]2)=[CH:35][CH:36]=1.